Dataset: Forward reaction prediction with 1.9M reactions from USPTO patents (1976-2016). Task: Predict the product of the given reaction. (1) Given the reactants [F:1][C:2]1[CH:7]=[CH:6][C:5]([CH2:8][C@H:9]([NH:26]C(=O)OC(C)(C)C)[C:10]([NH:12][C:13]2[S:17][C:16]([C:18]3[CH:23]=[CH:22][N:21]=[C:20]([CH3:24])[CH:19]=3)=[N:15][C:14]=2[CH3:25])=[O:11])=[CH:4][CH:3]=1.C(Cl)Cl.C(O)(C(F)(F)F)=O, predict the reaction product. The product is: [NH2:26][C@@H:9]([CH2:8][C:5]1[CH:4]=[CH:3][C:2]([F:1])=[CH:7][CH:6]=1)[C:10]([NH:12][C:13]1[S:17][C:16]([C:18]2[CH:23]=[CH:22][N:21]=[C:20]([CH3:24])[CH:19]=2)=[N:15][C:14]=1[CH3:25])=[O:11]. (2) Given the reactants Cl[C:2]1[N:7]=[C:6]([O:8][CH3:9])[N:5]=[C:4]([NH:10][CH2:11][CH2:12][C:13]2[CH:18]=[CH:17][C:16]([Cl:19])=[CH:15][C:14]=2[Cl:20])[CH:3]=1.[CH2:21]([O:23][C:24]([CH:26]1[CH2:34][C:33]2[C:28](=[CH:29][CH:30]=[C:31](B3OC(C)(C)C(C)(C)O3)[CH:32]=2)[N:27]1[CH3:44])=[O:25])[CH3:22].C([O-])([O-])=O.[Cs+].[Cs+], predict the reaction product. The product is: [CH2:21]([O:23][C:24]([CH:26]1[CH2:34][C:33]2[C:28](=[CH:29][CH:30]=[C:31]([C:2]3[CH:3]=[C:4]([NH:10][CH2:11][CH2:12][C:13]4[CH:18]=[CH:17][C:16]([Cl:19])=[CH:15][C:14]=4[Cl:20])[N:5]=[C:6]([O:8][CH3:9])[N:7]=3)[CH:32]=2)[N:27]1[CH3:44])=[O:25])[CH3:22].